The task is: Predict the reaction yield, written as a fraction of the theoretical maximum amount of product (1.0 means a 100% yield; for example, 0.34 means a 34% yield).. This data is from Reaction yield outcomes from USPTO patents with 853,638 reactions. The reactants are [Cl:1][C:2]1[C:7]([Cl:8])=[CH:6][CH:5]=[CH:4][C:3]=1[N:9]1[CH2:14][CH2:13][N:12]([CH2:15][CH2:16][CH2:17][CH:18]=[CH:19][C:20]2[N:29]=[CH:28][C:27]3[C:26]([CH3:31])([CH3:30])[O:25][C:24](=[O:32])[NH:23][C:22]=3[CH:21]=2)[CH2:11][CH2:10]1. The catalyst is CCO.C1COCC1.CCOC(C)=O.[Ni]. The product is [Cl:1][C:2]1[C:7]([Cl:8])=[CH:6][CH:5]=[CH:4][C:3]=1[N:9]1[CH2:14][CH2:13][N:12]([CH2:15][CH2:16][CH2:17][CH2:18][CH2:19][C:20]2[N:29]=[CH:28][C:27]3[C:26]([CH3:30])([CH3:31])[O:25][C:24](=[O:32])[NH:23][C:22]=3[CH:21]=2)[CH2:11][CH2:10]1. The yield is 0.440.